Dataset: Forward reaction prediction with 1.9M reactions from USPTO patents (1976-2016). Task: Predict the product of the given reaction. Given the reactants [CH3:1][C:2]1[CH:7]=[CH:6][N:5]=[CH:4][C:3]=1[N:8]1[CH2:12][CH2:11][NH:10][C:9]1=[O:13].Br[C:15]1[CH:20]=[CH:19][C:18]([C:21](=[O:23])[CH3:22])=[C:17]([F:24])[CH:16]=1.N[C@@H]1CCCC[C@H]1N.P([O-])([O-])([O-])=O.[K+].[K+].[K+], predict the reaction product. The product is: [C:21]([C:18]1[CH:19]=[CH:20][C:15]([N:10]2[CH2:11][CH2:12][N:8]([C:3]3[CH:4]=[N:5][CH:6]=[CH:7][C:2]=3[CH3:1])[C:9]2=[O:13])=[CH:16][C:17]=1[F:24])(=[O:23])[CH3:22].